This data is from Reaction yield outcomes from USPTO patents with 853,638 reactions. The task is: Predict the reaction yield, written as a fraction of the theoretical maximum amount of product (1.0 means a 100% yield; for example, 0.34 means a 34% yield). (1) The reactants are [F:1][C:2]([F:7])([F:6])[C:3]([OH:5])=[O:4].C[O:9][C:10](=[O:49])[C@@H:11]([NH:18][C:19]([C@H:21]1[C@H:25]([C:26]2[CH:31]=[CH:30][CH:29]=[C:28]([Cl:32])[C:27]=2[F:33])[C@:24]([C:36]2[CH:41]=[CH:40][C:39]([Cl:42])=[CH:38][C:37]=2[F:43])([C:34]#[N:35])[C@H:23]([CH2:44][C:45]([CH3:48])([CH3:47])[CH3:46])[NH:22]1)=[O:20])[CH2:12][C:13]1[N:14]=[CH:15][S:16][CH:17]=1.[Li+].[OH-]. The catalyst is C1COCC1.CO.O. The product is [F:1][C:2]([F:7])([F:6])[C:3]([OH:5])=[O:4].[Cl:32][C:28]1[C:27]([F:33])=[C:26]([C@@H:25]2[C@:24]([C:36]3[CH:41]=[CH:40][C:39]([Cl:42])=[CH:38][C:37]=3[F:43])([C:34]#[N:35])[C@H:23]([CH2:44][C:45]([CH3:48])([CH3:47])[CH3:46])[NH:22][C@H:21]2[C:19]([NH:18][C@@H:11]([CH2:12][C:13]2[N:14]=[CH:15][S:16][CH:17]=2)[C:10]([OH:49])=[O:9])=[O:20])[CH:31]=[CH:30][CH:29]=1. The yield is 0.379. (2) The reactants are [O:1]=[C:2]1[CH2:6][CH2:5][CH2:4][N:3]1[C:7]1[CH:12]=[C:11]([CH2:13][NH:14][C:15]2[CH:23]=[CH:22][CH:21]=[CH:20][C:16]=2[C:17]([OH:19])=O)[CH:10]=[CH:9][N:8]=1.[NH2:24][C:25]1[CH:26]=[C:27]([C:31]([F:34])([F:33])[F:32])[CH:28]=[CH:29][CH:30]=1.CN1CCOCC1. The catalyst is CN(C)C=O.C(OCC)(=O)C. The product is [O:1]=[C:2]1[CH2:6][CH2:5][CH2:4][N:3]1[C:7]1[CH:12]=[C:11]([CH2:13][NH:14][C:15]2[CH:23]=[CH:22][CH:21]=[CH:20][C:16]=2[C:17]([NH:24][C:25]2[CH:30]=[CH:29][CH:28]=[C:27]([C:31]([F:32])([F:33])[F:34])[CH:26]=2)=[O:19])[CH:10]=[CH:9][N:8]=1. The yield is 0.420. (3) The reactants are Cl[C:2]1[N:9]=[CH:8][CH:7]=[CH:6][C:3]=1[C:4]#[N:5].[F:10][C:11]1[CH:16]=[CH:15][C:14]([F:17])=[CH:13][C:12]=1B(O)O. No catalyst specified. The product is [F:10][C:11]1[CH:16]=[CH:15][C:14]([F:17])=[CH:13][C:12]=1[C:2]1[N:9]=[CH:8][CH:7]=[CH:6][C:3]=1[C:4]#[N:5]. The yield is 0.660. (4) The reactants are [C:1]([O:5][C:6]([N:8]1[CH2:20][C@@H:19]([CH3:21])[N:18]2[C@H:10]([CH2:11][C:12]3[C:17]2=[N:16][C:15]([N:22]=C(C2C=CC=CC=2)C2C=CC=CC=2)=[CH:14][CH:13]=3)[CH2:9]1)=[O:7])([CH3:4])([CH3:3])[CH3:2].C([O-])=O.[NH4+]. The catalyst is CO.[Pd]. The product is [C:1]([O:5][C:6]([N:8]1[CH2:20][C@@H:19]([CH3:21])[N:18]2[C@H:10]([CH2:11][C:12]3[C:17]2=[N:16][C:15]([NH2:22])=[CH:14][CH:13]=3)[CH2:9]1)=[O:7])([CH3:4])([CH3:2])[CH3:3]. The yield is 0.589. (5) The reactants are C(O[C:5]1[CH:14]=[C:13]2[C:8]([CH:9]=[CH:10][C:11]([OH:15])=[CH:12]2)=[CH:7][CH:6]=1)C=C. The catalyst is C1(C2C3C(=CC=CC=3)C=CC=2)C(O)=CC=C2C=1C=CC=C2.C(Cl)(Cl)(Cl)Cl. The product is [CH:6]1[CH:7]=[C:8]2[CH:9]=[CH:10][C:11]([OH:15])=[C:12]([C:12]3[C:13]4[C:8](=[CH:7][CH:6]=[CH:5][CH:14]=4)[CH:9]=[CH:10][C:11]=3[OH:15])[C:13]2=[CH:14][CH:5]=1. The yield is 0.990. (6) The reactants are [N+:1]([C:4]1[CH:9]=[CH:8][C:7]([S:10]([NH:13][C:14]2[CH:19]=[CH:18][CH:17]=[CH:16][C:15]=2[C:20]([F:23])([F:22])[F:21])(=[O:12])=[O:11])=[CH:6][CH:5]=1)([O-:3])=[O:2].Br[CH2:25][CH:26]([CH3:28])[CH3:27].C([O-])([O-])=O.[K+].[K+]. The catalyst is CN(C=O)C.CCOC(C)=O. The product is [CH2:25]([N:13]([C:14]1[CH:19]=[CH:18][CH:17]=[CH:16][C:15]=1[C:20]([F:23])([F:21])[F:22])[S:10]([C:7]1[CH:8]=[CH:9][C:4]([N+:1]([O-:3])=[O:2])=[CH:5][CH:6]=1)(=[O:11])=[O:12])[CH:26]([CH3:28])[CH3:27]. The yield is 0.770. (7) No catalyst specified. The reactants are [C:1](=[S:6])([S:4][CH3:5])[S:2][CH3:3].[S:7]([O:12]C)([O:10][CH3:11])(=[O:9])=[O:8]. The product is [CH3:11][O:10][S:7]([O-:12])(=[O:9])=[O:8].[CH3:3][S:2][C:1](=[S+:6][CH3:11])[S:4][CH3:5]. The yield is 0.910.